From a dataset of Peptide-MHC class I binding affinity with 185,985 pairs from IEDB/IMGT. Regression. Given a peptide amino acid sequence and an MHC pseudo amino acid sequence, predict their binding affinity value. This is MHC class I binding data. The peptide sequence is SPVRVPNYNM. The MHC is HLA-B35:01 with pseudo-sequence HLA-B35:01. The binding affinity (normalized) is 0.373.